This data is from Full USPTO retrosynthesis dataset with 1.9M reactions from patents (1976-2016). The task is: Predict the reactants needed to synthesize the given product. (1) Given the product [C:26]([O:25][C:23](=[O:24])[NH:22][C@H:19]1[CH2:18][CH2:17][C@H:16]([N:13]([C:12]2[CH:11]=[CH:10][CH:9]=[C:5]([C:6](=[O:8])[NH:44][CH2:43][C:35]3[C:36]([O:41][CH3:42])=[N:37][C:38]([CH3:40])=[CH:39][C:34]=3[CH2:30][CH2:31][CH:32]=[CH2:33])[C:4]=2[CH2:1][CH:2]=[CH2:3])[CH2:14][CH3:15])[CH2:21][CH2:20]1)([CH3:29])([CH3:27])[CH3:28], predict the reactants needed to synthesize it. The reactants are: [CH2:1]([C:4]1[C:12]([N:13]([C@H:16]2[CH2:21][CH2:20][C@H:19]([NH:22][C:23]([O:25][C:26]([CH3:29])([CH3:28])[CH3:27])=[O:24])[CH2:18][CH2:17]2)[CH2:14][CH3:15])=[CH:11][CH:10]=[CH:9][C:5]=1[C:6]([OH:8])=O)[CH:2]=[CH2:3].[CH2:30]([C:34]1[CH:39]=[C:38]([CH3:40])[N:37]=[C:36]([O:41][CH3:42])[C:35]=1[CH2:43][NH2:44])[CH2:31][CH:32]=[CH2:33].C1C=NC2N(O)N=NC=2C=1.C(Cl)CCl.CN1CCOCC1. (2) Given the product [F:1][C:2]1[CH:7]=[CH:6][C:5]([S:8]([C:11]2[C:12]([CH:24]([CH3:26])[CH3:25])=[CH:13][C:14]([CH:21]([CH3:23])[CH3:22])=[C:15]([S:17]([NH:34][CH2:33][CH:30]3[CH2:31][CH2:32][O:27][CH2:28][CH2:29]3)(=[O:19])=[O:18])[CH:16]=2)(=[O:10])=[O:9])=[CH:4][CH:3]=1.[CH:21]([C:14]1[CH:13]=[C:12]([CH:24]([CH3:25])[CH3:26])[CH:11]=[CH:16][C:15]=1[S:17]([NH:34][CH2:33][CH:30]1[CH2:31][CH2:32][O:27][CH2:28][CH2:29]1)(=[O:18])=[O:19])([CH3:22])[CH3:23], predict the reactants needed to synthesize it. The reactants are: [F:1][C:2]1[CH:7]=[CH:6][C:5]([S:8]([C:11]2[C:12]([CH:24]([CH3:26])[CH3:25])=[CH:13][C:14]([CH:21]([CH3:23])[CH3:22])=[C:15]([S:17](Cl)(=[O:19])=[O:18])[CH:16]=2)(=[O:10])=[O:9])=[CH:4][CH:3]=1.[O:27]1[CH2:32][CH2:31][CH:30]([CH2:33][NH2:34])[CH2:29][CH2:28]1. (3) Given the product [OH:17][CH2:10][CH2:11][CH2:12][CH2:13][CH2:14][C:15]1[O:3][N:1]=[C:4]([C:5]([O:7][CH2:8][CH3:9])=[O:6])[CH:16]=1, predict the reactants needed to synthesize it. The reactants are: [N+:1]([CH2:4][C:5]([O:7][CH2:8][CH3:9])=[O:6])([O-:3])=O.[CH2:10]([OH:17])[CH2:11][CH2:12][CH2:13][CH2:14][C:15]#[CH:16].N12CCN(CC1)CC2. (4) Given the product [CH3:34][C:20]1[N:21]=[C:22]([C:24]2[CH:25]=[CH:26][C:27]([C:30]([F:33])([F:31])[F:32])=[CH:28][CH:29]=2)[S:23][C:19]=1[CH2:18][CH2:17][N:13]1[C:14]2[C:10](=[CH:9][C:8]([O:7][CH2:6][C:5]([OH:35])=[O:4])=[CH:16][CH:15]=2)[CH:11]=[CH:12]1, predict the reactants needed to synthesize it. The reactants are: [Li+].[OH-].C[O:4][C:5](=[O:35])[CH2:6][O:7][C:8]1[CH:9]=[C:10]2[C:14](=[CH:15][CH:16]=1)[N:13]([CH2:17][CH2:18][C:19]1[S:23][C:22]([C:24]3[CH:29]=[CH:28][C:27]([C:30]([F:33])([F:32])[F:31])=[CH:26][CH:25]=3)=[N:21][C:20]=1[CH3:34])[CH:12]=[CH:11]2. (5) The reactants are: [CH3:1][O:2][C:3]1[C:7]2[C:8](=[O:25])[N:9]([CH2:16][C:17](=[O:24])[C:18]3[CH:23]=[CH:22][CH:21]=[CH:20][CH:19]=3)[C:10]3[CH:11]=[CH:12][CH:13]=[CH:14][C:15]=3[C:6]=2[N:5]([CH3:26])[C:4]=1[C:27]([NH:29][CH:30]1[CH2:35][CH2:34][NH:33][CH2:32][CH2:31]1)=[O:28].F[C:37]1[CH:44]=[CH:43][C:40]([C:41]#[N:42])=[CH:39][CH:38]=1.C(=O)([O-])[O-].[K+].[K+]. Given the product [C:41]([C:40]1[CH:43]=[CH:44][C:37]([N:33]2[CH2:32][CH2:31][CH:30]([NH:29][C:27]([C:4]3[N:5]([CH3:26])[C:6]4[C:15]5[CH:14]=[CH:13][CH:12]=[CH:11][C:10]=5[N:9]([CH2:16][C:17](=[O:24])[C:18]5[CH:23]=[CH:22][CH:21]=[CH:20][CH:19]=5)[C:8](=[O:25])[C:7]=4[C:3]=3[O:2][CH3:1])=[O:28])[CH2:35][CH2:34]2)=[CH:38][CH:39]=1)#[N:42], predict the reactants needed to synthesize it. (6) Given the product [NH2:1][C:2]1[C:3]2[N:4]([C:8]([C@@H:30]3[CH2:35][CH2:34][CH2:33][CH2:32][N:31]3[S:38]([CH:36]=[CH2:37])(=[O:40])=[O:39])=[N:9][C:10]=2[C:11]2[CH:29]=[CH:28][C:14]([C:15]([NH:17][C:18]3[CH:23]=[C:22]([C:24]([F:25])([F:27])[F:26])[CH:21]=[CH:20][N:19]=3)=[O:16])=[CH:13][CH:12]=2)[CH:5]=[CH:6][N:7]=1, predict the reactants needed to synthesize it. The reactants are: [NH2:1][C:2]1[C:3]2[N:4]([C:8]([C@@H:30]3[CH2:35][CH2:34][CH2:33][CH2:32][NH:31]3)=[N:9][C:10]=2[C:11]2[CH:29]=[CH:28][C:14]([C:15]([NH:17][C:18]3[CH:23]=[C:22]([C:24]([F:27])([F:26])[F:25])[CH:21]=[CH:20][N:19]=3)=[O:16])=[CH:13][CH:12]=2)[CH:5]=[CH:6][N:7]=1.[CH:36]([S:38](Cl)(=[O:40])=[O:39])=[CH2:37]. (7) Given the product [C:1]([O:5][C:6]([N:8]1[CH2:13][CH2:12][N:11]([C:14]2[CH:15]=[CH:16][C:17]([NH2:20])=[CH:18][CH:19]=2)[N:10]=[CH:9]1)=[O:7])([CH3:4])([CH3:2])[CH3:3], predict the reactants needed to synthesize it. The reactants are: [C:1]([O:5][C:6]([N:8]1[CH2:13][CH2:12][N:11]([C:14]2[CH:19]=[CH:18][C:17]([N+:20]([O-])=O)=[CH:16][CH:15]=2)[N:10]=[CH:9]1)=[O:7])([CH3:4])([CH3:3])[CH3:2].[H][H]. (8) Given the product [C:1]([C:3]1[C:8]([NH2:9])=[CH:7][CH:6]=[C:5]([Cl:12])[N:4]=1)#[N:2], predict the reactants needed to synthesize it. The reactants are: [C:1]([C:3]1[C:8]([N+:9]([O-])=O)=[CH:7][CH:6]=[C:5]([Cl:12])[N:4]=1)#[N:2].Cl. (9) Given the product [CH2:1]([NH:8][C:9]1[C:14]2=[C:15]([C:18]3[CH:19]=[CH:20][CH:21]=[CH:22][CH:23]=3)[CH:16]=[CH:17][N:13]2[N:12]=[C:11]([C:24]2[CH:25]=[N:26][CH:27]=[C:28]([CH:34]=2)[C:29]([NH2:35])=[O:31])[N:10]=1)[C:2]1[CH:7]=[CH:6][CH:5]=[CH:4][CH:3]=1, predict the reactants needed to synthesize it. The reactants are: [CH2:1]([NH:8][C:9]1[C:14]2=[C:15]([C:18]3[CH:23]=[CH:22][CH:21]=[CH:20][CH:19]=3)[CH:16]=[CH:17][N:13]2[N:12]=[C:11]([C:24]2[CH:25]=[N:26][CH:27]=[C:28]([CH:34]=2)[C:29]([O:31]CC)=O)[N:10]=1)[C:2]1[CH:7]=[CH:6][CH:5]=[CH:4][CH:3]=1.[NH3:35].